Dataset: Forward reaction prediction with 1.9M reactions from USPTO patents (1976-2016). Task: Predict the product of the given reaction. (1) Given the reactants [N+:1](/[CH:4]=[CH:5]/[CH:6]1[CH2:11][CH2:10][CH2:9][CH2:8][CH2:7]1)([O-:3])=[O:2].[OH-].[Na+].[N+](C)([O-])=[O:15].C1(C=O)CCCCC1.C(O)(=O)C, predict the reaction product. The product is: [CH:6]1([CH:5]([OH:15])[CH2:4][N+:1]([O-:3])=[O:2])[CH2:11][CH2:10][CH2:9][CH2:8][CH2:7]1. (2) The product is: [C:7]([O:11][C:12]([N:14]1[CH2:18][CH2:17][CH2:16][C:15]1=[O:22])=[O:13])([CH3:10])([CH3:9])[CH3:8]. Given the reactants N1C=CC=CC=1.[C:7]([O:11][C:12]([N:14]1[CH2:18][CH2:17][CH:16](O)[CH2:15]1)=[O:13])([CH3:10])([CH3:9])[CH3:8].C(OC(=O)C)(=[O:22])C.C(OCC)(=O)C, predict the reaction product.